The task is: Predict which catalyst facilitates the given reaction.. This data is from Catalyst prediction with 721,799 reactions and 888 catalyst types from USPTO. (1) Reactant: C(OC(=O)[NH:10][CH:11]([C:19](=[O:35])[NH:20][CH:21]([CH:24]([C:26]1[O:27][C:28]2[CH:34]=[CH:33][CH:32]=[CH:31][C:29]=2[N:30]=1)[OH:25])[CH2:22][CH3:23])[CH2:12][C:13]1([CH3:18])[CH2:17][CH2:16][CH2:15][CH2:14]1)C1C=CC=CC=1. Product: [NH2:10][C@@H:11]([CH2:12][C:13]1([CH3:18])[CH2:17][CH2:16][CH2:15][CH2:14]1)[C:19]([NH:20][C@H:21]([CH:24]([C:26]1[O:27][C:28]2[CH:34]=[CH:33][CH:32]=[CH:31][C:29]=2[N:30]=1)[OH:25])[CH2:22][CH3:23])=[O:35]. The catalyst class is: 45. (2) Product: [F:11][C:3]1[CH:4]=[C:5]([N+:8]([O-:10])=[O:9])[CH:6]=[CH:7][C:2]=1[O:18][C:12]1[CH:17]=[CH:16][CH:15]=[CH:14][CH:13]=1. Reactant: F[C:2]1[CH:7]=[CH:6][C:5]([N+:8]([O-:10])=[O:9])=[CH:4][C:3]=1[F:11].[C:12]1([OH:18])[CH:17]=[CH:16][CH:15]=[CH:14][CH:13]=1.[H-].[Na+]. The catalyst class is: 31. (3) Reactant: [C:1]([C:8]1[S:12][C:11]([C:13]2[S:14][CH:15]=[CH:16][CH:17]=2)=[CH:10][CH:9]=1)(=O)[CH2:2][CH2:3][CH2:4][CH2:5][CH3:6].[Cl-].[Al+3].[Cl-].[Cl-].[H-].[Al+3].[Li+].[H-].[H-].[H-].Cl. Product: [CH2:1]([C:8]1[S:12][C:11]([C:13]2[S:14][CH:15]=[CH:16][CH:17]=2)=[CH:10][CH:9]=1)[CH2:2][CH2:3][CH2:4][CH2:5][CH3:6]. The catalyst class is: 757. (4) Reactant: [S:1]1[CH:5]=[CH:4][C:3]2[CH:6]=[C:7]([CH2:10][S:11]([NH:14][C@H](CC3C4C(=CC=CC=4)NC=3)C(O)=O)(=[O:13])=[O:12])[CH:8]=[CH:9][C:2]1=2.N[C@@H](C(O)=O)[CH2:31][C:32]1[C:40]2[C:35](=[CH:36][CH:37]=[CH:38][CH:39]=2)[NH:34][CH:33]=1.N1C=CC=CC=1.F[C:51](F)(F)[C:52](=[N:58][Si](C)(C)C)[O:53][Si](C)(C)C.C[OH:66]. Product: [S:1]1[CH:5]=[CH:4][C:3]2[CH:6]=[C:7]([CH2:10][S:11]([NH:14][C@H:51]([CH2:31][C:32]3[C:40]4[C:35](=[CH:36][CH:37]=[CH:38][CH:39]=4)[NH:34][CH:33]=3)[C:52]([NH:58][OH:66])=[O:53])(=[O:13])=[O:12])[CH:8]=[CH:9][C:2]1=2. The catalyst class is: 3. (5) Reactant: CO[CH:3](OC)[N:4]([CH3:6])[CH3:5].[CH3:9][C:10](=[O:15])[CH2:11][C:12](=[O:14])[CH3:13]. Product: [CH3:6][N:4]([CH:3]=[C:11]([C:10](=[O:15])[CH3:9])[C:12](=[O:14])[CH3:13])[CH3:5]. The catalyst class is: 11. (6) The catalyst class is: 1. Product: [CH3:23][O:24][C:25]([NH:13][C:10]1[CH:9]=[CH:8][C:7]([O:6][CH2:5][CH2:4][N:3]([CH2:1][CH3:2])[CH2:14][CH3:15])=[CH:12][CH:11]=1)=[O:26]. Reactant: [CH2:1]([N:3]([CH2:14][CH3:15])[CH2:4][CH2:5][O:6][C:7]1[CH:12]=[CH:11][C:10]([NH2:13])=[CH:9][CH:8]=1)[CH3:2].C(N(CC)CC)C.[CH3:23][O:24][C:25](O[C:25]([O:24][CH3:23])=[O:26])=[O:26]. (7) Reactant: Br[C:2]1[C:3]([NH:14][C:15](=[O:20])[C:16]([F:19])([F:18])[F:17])=[CH:4][C:5]2[N:9]([CH3:10])[C:8](=[O:11])[N:7]([CH3:12])[C:6]=2[CH:13]=1.[C:21]([O-:24])([O-])=[O:22].[Cs+].[Cs+].[CH3:27]N(C)CC(O)=O.[OH:34][C:35]1[CH:36]=[C:37]([CH:46]=[CH:47][CH:48]=1)[O:38][CH2:39][CH2:40][CH2:41][C:42](OC)=O. Product: [CH3:10][N:9]1[C:5]2[CH:4]=[C:3]([NH:14][C:15](=[O:20])[C:16]([F:19])([F:18])[F:17])[C:2]([O:34][C:35]3[CH:36]=[C:37]([CH:46]=[CH:47][CH:48]=3)[O:38][CH2:39][CH2:40][CH2:41][CH2:42][C:21]([O:24][CH3:27])=[O:22])=[CH:13][C:6]=2[N:7]([CH3:12])[C:8]1=[O:11]. The catalyst class is: 185. (8) Reactant: [C:1]([NH:20][C@H:21]([C:31]([O:33][C:34]([CH3:37])([CH3:36])[CH3:35])=[O:32])[CH2:22][CH2:23][C:24]([O:26][C:27]([CH3:30])([CH3:29])[CH3:28])=[O:25])([C:14]1[CH:19]=[CH:18][CH:17]=[CH:16][CH:15]=1)([C:8]1[CH:13]=[CH:12][CH:11]=[CH:10][CH:9]=1)[C:2]1[CH:7]=[CH:6][CH:5]=[CH:4][CH:3]=1.C[Si]([N-][Si](C)(C)C)(C)C.[Li+].[CH2:48](Br)[CH:49]=[CH2:50]. Product: [CH2:50]([CH:23]([C:24]([O:26][C:27]([CH3:30])([CH3:28])[CH3:29])=[O:25])[CH2:22][C@@H:21]([C:31]([O:33][C:34]([CH3:37])([CH3:36])[CH3:35])=[O:32])[NH:20][C:1]([C:8]1[CH:13]=[CH:12][CH:11]=[CH:10][CH:9]=1)([C:14]1[CH:15]=[CH:16][CH:17]=[CH:18][CH:19]=1)[C:2]1[CH:7]=[CH:6][CH:5]=[CH:4][CH:3]=1)[CH:49]=[CH2:48]. The catalyst class is: 1.